Dataset: Reaction yield outcomes from USPTO patents with 853,638 reactions. Task: Predict the reaction yield, written as a fraction of the theoretical maximum amount of product (1.0 means a 100% yield; for example, 0.34 means a 34% yield). (1) The reactants are [N:1]1([C:6]([C:8]2[CH:9]=[C:10]3[C:15](=[CH:16][CH:17]=2)[CH:14]=[C:13]([C:18]2[C:26]4[C:21](=[CH:22][CH:23]=[C:24]([C:27]#[N:28])[CH:25]=4)[N:20](C4CCCCO4)[N:19]=2)[CH:12]=[CH:11]3)=[O:7])[CH2:5][CH2:4][CH2:3][CH2:2]1.[ClH:35].[CH2:36]([OH:38])[CH3:37]. No catalyst specified. The product is [ClH:35].[ClH:35].[CH2:36]([O:38][C:27]([C:24]1[CH:25]=[C:26]2[C:21](=[CH:22][CH:23]=1)[NH:20][N:19]=[C:18]2[C:13]1[CH:12]=[CH:11][C:10]2[C:15](=[CH:16][CH:17]=[C:8]([C:6]([N:1]3[CH2:2][CH2:3][CH2:4][CH2:5]3)=[O:7])[CH:9]=2)[CH:14]=1)=[NH:28])[CH3:37]. The yield is 0.950. (2) The reactants are [NH2:1][CH2:2][CH2:3][O:4][CH2:5][CH2:6][OH:7].Br[CH2:9][C:10]([O:12][C:13]([CH3:16])([CH3:15])[CH3:14])=[O:11].C(N(CC)CC)C. The catalyst is C1COCC1. The product is [OH:7][CH2:6][CH2:5][O:4][CH2:3][CH2:2][NH:1][CH2:9][C:10]([O:12][C:13]([CH3:16])([CH3:15])[CH3:14])=[O:11]. The yield is 0.160.